Dataset: Full USPTO retrosynthesis dataset with 1.9M reactions from patents (1976-2016). Task: Predict the reactants needed to synthesize the given product. (1) Given the product [Cl:1][C:2]1[C:9]([I:11])=[C:8]([F:10])[CH:7]=[CH:6][C:3]=1[C:4]#[N:5], predict the reactants needed to synthesize it. The reactants are: [Cl:1][C:2]1[CH:9]=[C:8]([F:10])[CH:7]=[CH:6][C:3]=1[C:4]#[N:5].[I:11]I.[O-]S([O-])(=S)=O.[Na+].[Na+].[NH4+].[Cl-]. (2) The reactants are: [CH3:1][O:2][C:3]([C:5]1[CH:22]=[CH:21][CH:20]=[CH:19][C:6]=1[CH2:7][O:8][C:9]1[CH:14]=[CH:13][C:12]([CH2:15][C:16]([OH:18])=O)=[CH:11][CH:10]=1)=[O:4].[CH2:23]([NH:29][CH2:30][C:31]1[CH:36]=[CH:35][CH:34]=[CH:33][CH:32]=1)[CH2:24][CH2:25][CH2:26][CH2:27][CH3:28].C(Cl)CCl.Cl. Given the product [CH2:30]([N:29]([CH2:23][CH2:24][CH2:25][CH2:26][CH2:27][CH3:28])[C:16](=[O:18])[CH2:15][C:12]1[CH:11]=[CH:10][C:9]([O:8][CH2:7][C:6]2[CH:19]=[CH:20][CH:21]=[CH:22][C:5]=2[C:3]([O:2][CH3:1])=[O:4])=[CH:14][CH:13]=1)[C:31]1[CH:36]=[CH:35][CH:34]=[CH:33][CH:32]=1, predict the reactants needed to synthesize it. (3) The reactants are: [Cl:1][C:2]1[CH:3]=[CH:4][C:5]2[N:11]3[CH:12]=[CH:13][CH:14]=[C:10]3[C@@H:9]([CH2:15][CH2:16][C:17](O)=[O:18])[O:8][C@H:7]([C:20]3[CH:25]=[CH:24][CH:23]=[C:22]([O:26][CH3:27])[C:21]=3[O:28][CH3:29])[C:6]=2[CH:30]=1.[NH:31]1[CH2:36][CH2:35][CH:34]([O:37][CH2:38][CH2:39][C:40]([O:42][CH3:43])=[O:41])[CH2:33][CH2:32]1.Cl.C(N=C=NCCCN(C)C)C.ON1C2C=CC=CC=2N=N1. Given the product [Cl:1][C:2]1[CH:3]=[CH:4][C:5]2[N:11]3[CH:12]=[CH:13][CH:14]=[C:10]3[C@@H:9]([CH2:15][CH2:16][C:17]([N:31]3[CH2:32][CH2:33][CH:34]([O:37][CH2:38][CH2:39][C:40]([O:42][CH3:43])=[O:41])[CH2:35][CH2:36]3)=[O:18])[O:8][C@H:7]([C:20]3[CH:25]=[CH:24][CH:23]=[C:22]([O:26][CH3:27])[C:21]=3[O:28][CH3:29])[C:6]=2[CH:30]=1, predict the reactants needed to synthesize it. (4) Given the product [CH2:1]([N:8]([CH3:16])[C:9]1[C:19]([CH3:20])=[CH:18][N:11]2[C:10]=1[CH:15]=[CH:14][CH:13]=[CH:12]2)[C:2]1[CH:3]=[CH:4][CH:5]=[CH:6][CH:7]=1, predict the reactants needed to synthesize it. The reactants are: [CH2:1]([N:8]([CH3:16])[CH2:9][C:10]1[CH:15]=[CH:14][CH:13]=[CH:12][N:11]=1)[C:2]1[CH:7]=[CH:6][CH:5]=[CH:4][CH:3]=1.Cl[CH2:18][C:19](=O)[CH3:20]. (5) Given the product [CH3:9][O:8][C:6]([C:5]1[CH:10]=[CH:11][C:2]([N:22]2[CH2:23][CH2:24][N:19]([C:12]([O:14][C:15]([CH3:17])([CH3:16])[CH3:18])=[O:13])[CH2:20][C:21]2=[O:25])=[CH:3][CH:4]=1)=[O:7], predict the reactants needed to synthesize it. The reactants are: I[C:2]1[CH:11]=[CH:10][C:5]([C:6]([O:8][CH3:9])=[O:7])=[CH:4][CH:3]=1.[C:12]([N:19]1[CH2:24][CH2:23][NH:22][C:21](=[O:25])[CH2:20]1)([O:14][C:15]([CH3:18])([CH3:17])[CH3:16])=[O:13].C(=O)([O-])[O-].[K+].[K+].CNCCNC. (6) Given the product [NH2:20][C:12]1[C:13]2[C:18](=[N:17][CH:16]=[C:15]([C:49]#[C:48][CH2:47][N:46]([CH3:50])[CH3:45])[CH:14]=2)[N:9]([O:8][CH2:1][C:2]2[CH:3]=[CH:4][CH:5]=[CH:6][CH:7]=2)[C:10](=[O:44])[C:11]=1[C:32]([NH:34][CH2:35][C:36]1[CH:41]=[CH:40][C:39]([F:42])=[CH:38][C:37]=1[F:43])=[O:33], predict the reactants needed to synthesize it. The reactants are: [CH2:1]([O:8][N:9]1[C:18]2[C:13](=[CH:14][C:15](Br)=[CH:16][N:17]=2)[C:12]([NH:20]CC2C=CC(OC)=CC=2OC)=[C:11]([C:32]([NH:34][CH2:35][C:36]2[CH:41]=[CH:40][C:39]([F:42])=[CH:38][C:37]=2[F:43])=[O:33])[C:10]1=[O:44])[C:2]1[CH:7]=[CH:6][CH:5]=[CH:4][CH:3]=1.[CH3:45][N:46]([CH3:50])[CH2:47][C:48]#[CH:49]. (7) Given the product [CH3:8][C:5]1[CH:6]=[CH:7][C:2]([NH:12][CH2:13][C@@H:14]2[CH2:18][CH2:17][N:16]([C:19]([O:21][C:22]([CH3:25])([CH3:24])[CH3:23])=[O:20])[CH2:15]2)=[C:3]([N+:9]([O-:11])=[O:10])[CH:4]=1, predict the reactants needed to synthesize it. The reactants are: F[C:2]1[CH:7]=[CH:6][C:5]([CH3:8])=[CH:4][C:3]=1[N+:9]([O-:11])=[O:10].[NH2:12][CH2:13][C@@H:14]1[CH2:18][CH2:17][N:16]([C:19]([O:21][C:22]([CH3:25])([CH3:24])[CH3:23])=[O:20])[CH2:15]1.CCN(C(C)C)C(C)C. (8) Given the product [Cl:23][C:18]1[N:17]=[CH:16][C:15]([NH2:14])=[C:20]([I:21])[C:19]=1[F:22], predict the reactants needed to synthesize it. The reactants are: FC(F)(F)C(O)=O.C(OC(=O)[NH:14][C:15]1[CH:16]=[N:17][C:18]([Cl:23])=[C:19]([F:22])[C:20]=1[I:21])(C)(C)C. (9) Given the product [C:62]([C:60]1[N:61]=[C:57]([NH:56][C:54]([C:52]2[CH:51]=[CH:50][N:44]3[C:45](=[O:49])[C:46](/[CH:24]=[CH:25]/[C:26]([O:28][C:52]([CH3:54])([CH3:53])[CH3:51])=[O:27])=[C:41]([N:37]4[CH2:38][CH2:39][CH2:40][C@@H:35]([O:34][CH:32]=[O:33])[CH2:36]4)[N:42]=[C:43]3[CH:53]=2)=[O:55])[S:58][CH:59]=1)([CH3:65])([CH3:64])[CH3:63], predict the reactants needed to synthesize it. The reactants are: C(C1C=C(CCC2C=CN3C(=O)C(/[CH:24]=[CH:25]/[C:26]([OH:28])=[O:27])=C(N4CCOCC4)N=C3C=2)SC=1)C.[CH:32]([O:34][C@@H:35]1[CH2:40][CH2:39][CH2:38][N:37]([C:41]2[N:42]=[C:43]3[CH:53]=[C:52]([C:54]([NH:56][C:57]4[S:58][CH:59]=[C:60]([C:62]([CH3:65])([CH3:64])[CH3:63])[N:61]=4)=[O:55])[CH:51]=[CH:50][N:44]3[C:45](=[O:49])[C:46]=2C=O)[CH2:36]1)=[O:33].